The task is: Predict the reactants needed to synthesize the given product.. This data is from Full USPTO retrosynthesis dataset with 1.9M reactions from patents (1976-2016). (1) Given the product [F:24][C:23]([F:26])([F:25])[C:21]1[N:20]=[CH:19][N:18]=[C:17]([NH:12][CH2:11][C:9]2[CH:10]=[C:5]3[CH:4]=[C:3]([C:2]([F:1])([F:14])[F:15])[NH:13][C:6]3=[N:7][CH:8]=2)[CH:22]=1, predict the reactants needed to synthesize it. The reactants are: [F:1][C:2]([F:15])([F:14])[C:3]1[NH:13][C:6]2=[N:7][CH:8]=[C:9]([CH2:11][NH2:12])[CH:10]=[C:5]2[CH:4]=1.Cl[C:17]1[CH:22]=[C:21]([C:23]([F:26])([F:25])[F:24])[N:20]=[CH:19][N:18]=1.CCN(C(C)C)C(C)C. (2) Given the product [CH3:24][O:25][C:26]1[CH:31]=[CH:30][C:29]([N:32]2[CH:36]=[N:35][N:34]=[N:33]2)=[CH:28][C:27]=1[C:37]([N:39]1[CH2:43][CH2:42][C@@:41]([C:44]2[CH:49]=[CH:48][CH:47]=[CH:46][CH:45]=2)([CH2:50][CH2:51][N:6]2[CH2:7][CH2:8][CH2:9][N:3]([C:10]3[N:14]([CH2:15][C:16]([F:19])([F:17])[F:18])[C:13]4[CH:20]=[CH:21][CH:22]=[CH:23][C:12]=4[N:11]=3)[CH2:4][CH2:5]2)[CH2:40]1)=[O:38], predict the reactants needed to synthesize it. The reactants are: I.I.[N:3]1([C:10]2[N:14]([CH2:15][C:16]([F:19])([F:18])[F:17])[C:13]3[CH:20]=[CH:21][CH:22]=[CH:23][C:12]=3[N:11]=2)[CH2:9][CH2:8][CH2:7][NH:6][CH2:5][CH2:4]1.[CH3:24][O:25][C:26]1[CH:31]=[CH:30][C:29]([N:32]2[CH:36]=[N:35][N:34]=[N:33]2)=[CH:28][C:27]=1[C:37]([N:39]1[CH2:43][CH2:42][C@:41]([CH2:50][CH2:51]OS(C)(=O)=O)([C:44]2[CH:49]=[CH:48][CH:47]=[CH:46][CH:45]=2)[CH2:40]1)=[O:38].C(N(CC)CC)C. (3) Given the product [Cl:1][C:2]1[CH:7]=[CH:6][C:5]([Cl:8])=[CH:4][C:3]=1[CH2:9][C:10]1[O:12][CH:19]=[N:18][C:17]=1[C:16]([O:15][CH2:13][CH3:14])=[O:20], predict the reactants needed to synthesize it. The reactants are: [Cl:1][C:2]1[CH:7]=[CH:6][C:5]([Cl:8])=[CH:4][C:3]=1[CH2:9][C:10]([OH:12])=O.[CH2:13]([O:15][C:16](=[O:20])[CH2:17][N+:18]#[CH:19])[CH3:14].C1N=CN(C(N2C=NC=C2)=O)C=1.CC([O-])(C)C.[K+]. (4) Given the product [CH3:1][C:2]1[S:12][C:5]2=[N:6][C:7]([CH3:11])=[CH:8][C:9]([NH:10][S:37]([CH:31]3[CH2:36][CH2:35][CH2:34][CH2:33][CH2:32]3)(=[O:39])=[O:38])=[C:4]2[C:3]=1[C:13]1[CH:18]=[CH:17][CH:16]=[C:15]([O:19][CH3:20])[CH:14]=1, predict the reactants needed to synthesize it. The reactants are: [CH3:1][C:2]1[S:12][C:5]2[N:6]=[C:7]([CH3:11])[CH:8]=[C:9]([NH2:10])[C:4]=2[C:3]=1[C:13]1[CH:18]=[CH:17][CH:16]=[C:15]([O:19][CH3:20])[CH:14]=1.[Li+].C[Si]([N-][Si](C)(C)C)(C)C.[CH:31]1([S:37](Cl)(=[O:39])=[O:38])[CH2:36][CH2:35][CH2:34][CH2:33][CH2:32]1. (5) Given the product [F:22][C:23]([F:33])([F:34])[O:24][C:25]1[CH:32]=[CH:31][CH:30]=[CH:29][C:26]=1[CH2:27][O:1][C:2]1[CH:3]=[CH:4][C:5]([C:8]2[CH:12]=[C:11]([C:13]([NH2:15])=[O:14])[O:10][N:9]=2)=[CH:6][CH:7]=1, predict the reactants needed to synthesize it. The reactants are: [OH:1][C:2]1[CH:7]=[CH:6][C:5]([C:8]2[CH:12]=[C:11]([C:13]([NH2:15])=[O:14])[O:10][N:9]=2)=[CH:4][CH:3]=1.C([O-])([O-])=O.[K+].[K+].[F:22][C:23]([F:34])([F:33])[O:24][C:25]1[CH:32]=[CH:31][CH:30]=[CH:29][C:26]=1[CH2:27]Br. (6) Given the product [N+:1]([C:4]1[C:9]([NH:10][CH2:11][C@@H:12]2[CH2:16][CH2:15][NH:14][CH2:13]2)=[CH:8][CH:7]=[CH:6][N:5]=1)([O-:3])=[O:2], predict the reactants needed to synthesize it. The reactants are: [N+:1]([C:4]1[C:9]([NH:10][CH2:11][C@@H:12]2[CH2:16][CH2:15][N:14](C(OC(C)(C)C)=O)[CH2:13]2)=[CH:8][CH:7]=[CH:6][N:5]=1)([O-:3])=[O:2].Cl. (7) Given the product [CH3:25][O:24][C:21]1[CH:22]=[C:23]2[C:18](=[CH:19][C:20]=1[O:26][CH3:27])[N:17]=[CH:16][CH:15]=[C:14]2[N:11]1[CH2:12][CH2:13][N:8]([C:6]([NH:44][C:45]2[CH:46]=[CH:47][C:48]([O:24][C:21]3[CH:22]=[CH:23][CH:18]=[CH:19][CH:20]=3)=[CH:49][CH:50]=2)=[O:7])[CH2:9][CH2:10]1, predict the reactants needed to synthesize it. The reactants are: C(O[C:6]([N:8]1[CH2:13][CH2:12][N:11]([C:14]2[C:23]3[C:18](=[CH:19][C:20]([O:26][CH3:27])=[C:21]([O:24][CH3:25])[CH:22]=3)[N:17]=[CH:16][CH:15]=2)[CH2:10][CH2:9]1)=[O:7])(C)(C)C.C(OC(N1CCN(C2[C:50]3[C:45](=[CH:46][C:47](F)=[C:48](F)[CH:49]=3)[N:44]=CN=2)CC1)=O)(C)(C)C.